From a dataset of Full USPTO retrosynthesis dataset with 1.9M reactions from patents (1976-2016). Predict the reactants needed to synthesize the given product. The reactants are: [Cl-].[Cl:2][C:3]1[C:12]2[C:7](=[CH:8][CH:9]=[CH:10][CH:11]=2)[CH:6]=[CH:5][C:4]=1[NH:13][CH2:14][CH2:15][NH3+:16].[CH3:17][C:18]1[O:22][C:21]([CH:23]=O)=[CH:20][CH:19]=1. Given the product [Cl:2][C:3]1[C:12]2[C:7](=[CH:8][CH:9]=[CH:10][CH:11]=2)[CH:6]=[CH:5][C:4]=1[NH:13][CH2:14][CH2:15][NH:16][CH2:23][C:21]1[O:22][C:18]([CH3:17])=[CH:19][CH:20]=1, predict the reactants needed to synthesize it.